This data is from Retrosynthesis with 50K atom-mapped reactions and 10 reaction types from USPTO. The task is: Predict the reactants needed to synthesize the given product. (1) Given the product CC(=O)Nc1nc2cc(-c3ccc4c(c3)CNCCO4)cnc2s1, predict the reactants needed to synthesize it. The reactants are: CC(=O)Nc1nc2cc(-c3ccc4c(c3)CN(C(=O)OC(C)(C)C)CCO4)cnc2s1. (2) Given the product CCOC(=O)C(CC(C)(C)C)C(=O)OCC, predict the reactants needed to synthesize it. The reactants are: CCOC(=O)C(=CC(C)(C)C)C(=O)OCC. (3) Given the product Cn1cc(C(=O)NCc2ccc(Cl)cc2)c(=O)c2cc(CN3CC[C@@H](O)C3)oc21, predict the reactants needed to synthesize it. The reactants are: Cn1cc(C(=O)NCc2ccc(Cl)cc2)c(=O)c2cc(CCl)oc21.O[C@@H]1CCNC1. (4) Given the product CC(C)(C)OC(=O)N1CCC(=CCO)C(C)(C)C1, predict the reactants needed to synthesize it. The reactants are: COC(=O)C=C1CCN(C(=O)OC(C)(C)C)CC1(C)C. (5) Given the product CC(C)(C)[Si](C)(C)Oc1ccc(N)c(N)c1, predict the reactants needed to synthesize it. The reactants are: CC(C)(C)[Si](C)(C)Oc1ccc([N+](=O)[O-])c(N)c1. (6) Given the product O=C1Nc2cc(Cl)ccc2C12C(c1cccc(Cl)c1)CCNC2c1cccc(F)c1, predict the reactants needed to synthesize it. The reactants are: O=C1CC(c2cccc(Cl)c2)C2(C(=O)Nc3cc(Cl)ccc32)C(c2cccc(F)c2)N1.